From a dataset of Reaction yield outcomes from USPTO patents with 853,638 reactions. Predict the reaction yield, written as a fraction of the theoretical maximum amount of product (1.0 means a 100% yield; for example, 0.34 means a 34% yield). (1) The reactants are [CH2:1]([O:8][C@H:9]1[C@@:13]([CH2:16][O:17][C:18]([C:35]2[CH:40]=[CH:39][CH:38]=[CH:37][CH:36]=2)([C:27]2[CH:32]=[CH:31][C:30]([O:33][CH3:34])=[CH:29][CH:28]=2)[C:19]2[CH:24]=[CH:23][C:22]([O:25][CH3:26])=[CH:21][CH:20]=2)([CH2:14][OH:15])[O:12][C@@H:11]([N:41]2[CH:49]=[C:47]([CH3:48])[C:45](=[O:46])[NH:44][C:42]2=[O:43])[C@@H:10]1[OH:50])[C:2]1[CH:7]=[CH:6][CH:5]=[CH:4][CH:3]=1.[C:51]1([CH3:61])[CH:56]=[CH:55][C:54]([S:57](Cl)(=[O:59])=[O:58])=[CH:53][CH:52]=1. The catalyst is N1C=CC=CC=1.CN(C1C=CN=CC=1)C. The product is [CH2:1]([O:8][C@H:9]1[C@@:13]([CH2:16][O:17][C:18]([C:35]2[CH:36]=[CH:37][CH:38]=[CH:39][CH:40]=2)([C:27]2[CH:32]=[CH:31][C:30]([O:33][CH3:34])=[CH:29][CH:28]=2)[C:19]2[CH:24]=[CH:23][C:22]([O:25][CH3:26])=[CH:21][CH:20]=2)([CH2:14][O:15][S:57]([C:54]2[CH:55]=[CH:56][C:51]([CH3:61])=[CH:52][CH:53]=2)(=[O:59])=[O:58])[O:12][C@@H:11]([N:41]2[CH:49]=[C:47]([CH3:48])[C:45](=[O:46])[NH:44][C:42]2=[O:43])[C@@H:10]1[O:50][S:57]([C:54]1[CH:55]=[CH:56][C:51]([CH3:61])=[CH:52][CH:53]=1)(=[O:59])=[O:58])[C:2]1[CH:3]=[CH:4][CH:5]=[CH:6][CH:7]=1. The yield is 0.620. (2) The reactants are [NH2:1][C:2]1[CH:14]=[CH:13][C:5]2[N:6]([CH3:12])[C:7](=[O:11])[CH2:8][CH2:9][CH2:10][C:4]=2[CH:3]=1.Cl[C:16]1[N:21]=[C:20]([NH:22][C:23]2[CH:28]=[CH:27][CH:26]=[CH:25][C:24]=2[S:29]([NH:32][CH3:33])(=[O:31])=[O:30])[C:19]([Cl:34])=[CH:18][N:17]=1.Cl.O1CCOCC1. The catalyst is COCCO. The product is [Cl:34][C:19]1[C:20]([NH:22][C:23]2[CH:28]=[CH:27][CH:26]=[CH:25][C:24]=2[S:29]([NH:32][CH3:33])(=[O:31])=[O:30])=[N:21][C:16]([NH:1][C:2]2[CH:14]=[CH:13][C:5]3[N:6]([CH3:12])[C:7](=[O:11])[CH2:8][CH2:9][CH2:10][C:4]=3[CH:3]=2)=[N:17][CH:18]=1. The yield is 0.140.